From a dataset of Full USPTO retrosynthesis dataset with 1.9M reactions from patents (1976-2016). Predict the reactants needed to synthesize the given product. (1) Given the product [CH3:30][N:27]1[CH2:28][CH2:29][CH:24]([N:19]2[CH2:20][CH2:21][CH2:22][CH2:23][C:17]3[CH:16]=[C:15]([NH2:38])[CH:32]=[CH:31][C:18]2=3)[CH2:25][CH2:26]1, predict the reactants needed to synthesize it. The reactants are: P(C(C)(C)C)(C(C)(C)C)C(C)(C)C.Br[C:15]1[CH:32]=[CH:31][C:18]2[N:19]([CH:24]3[CH2:29][CH2:28][N:27]([CH3:30])[CH2:26][CH2:25]3)[CH2:20][CH2:21][CH2:22][CH2:23][C:17]=2[CH:16]=1.[Li+].C[Si]([N-:38][Si](C)(C)C)(C)C.Cl.[OH-].[Na+]. (2) Given the product [CH3:27][N:28]([CH3:32])[CH2:29][CH2:30][NH:31][C:23]([C:4]1[CH:3]=[C:2]([NH:5][CH2:6][CH2:11][N:12]([CH3:17])[CH3:13])[C:7]2[N:8]=[C:9]([N:18]3[CH:22]=[CH:21][N:20]=[CH:19]3)[N:10]=[C:11]([N:12]3[CH2:13][CH2:14][O:15][CH2:16][CH2:17]3)[C:6]=2[N:5]=1)=[O:25], predict the reactants needed to synthesize it. The reactants are: Cl[C:2]1[C:7]2[N:8]=[C:9]([N:18]3[CH:22]=[CH:21][N:20]=[CH:19]3)[N:10]=[C:11]([N:12]3[CH2:17][CH2:16][O:15][CH2:14][CH2:13]3)[C:6]=2[N:5]=[C:4]([C:23]([O:25]C)=O)[CH:3]=1.[CH3:27][N:28]([CH3:32])[CH2:29][CH2:30][NH2:31]. (3) Given the product [F:27][C:23](=[C:24]([F:26])[F:25])[CH2:22][CH2:21][C:9]([CH2:8][C:7]1[CH:6]=[CH:5][C:4]([O:3][C:2]([F:16])([F:17])[F:1])=[CH:15][CH:14]=1)([C:12]#[N:13])[C:10]#[N:11], predict the reactants needed to synthesize it. The reactants are: [F:1][C:2]([F:17])([F:16])[O:3][C:4]1[CH:15]=[CH:14][C:7]([CH2:8][CH:9]([C:12]#[N:13])[C:10]#[N:11])=[CH:6][CH:5]=1.[H-].[Na+].Br[CH2:21][CH2:22][C:23]([F:27])=[C:24]([F:26])[F:25].